From a dataset of Reaction yield outcomes from USPTO patents with 853,638 reactions. Predict the reaction yield, written as a fraction of the theoretical maximum amount of product (1.0 means a 100% yield; for example, 0.34 means a 34% yield). The reactants are [OH-].[Na+].[C:3]([C:5]1[CH:6]=[C:7]([CH:21]=[CH:22][CH:23]=1)[C:8]([NH:10][C:11]1[CH:16]=[CH:15][CH:14]=[CH:13][C:12]=1[C:17]([F:20])([F:19])[F:18])=[O:9])#[N:4].[F:24][C:25]([F:34])([F:33])[C:26](I)([F:31])[C:27]([F:30])([F:29])[F:28]. The catalyst is CN(C)C=O.O.O.O.O.O.O.O.S([O-])([O-])(=O)=O.[Fe+2]. The product is [C:3]([C:5]1[CH:6]=[C:7]([CH:21]=[CH:22][CH:23]=1)[C:8]([NH:10][C:11]1[CH:16]=[CH:15][C:14]([C:26]([F:31])([C:27]([F:30])([F:29])[F:28])[C:25]([F:34])([F:33])[F:24])=[CH:13][C:12]=1[C:17]([F:19])([F:18])[F:20])=[O:9])#[N:4]. The yield is 0.590.